Dataset: NCI-60 drug combinations with 297,098 pairs across 59 cell lines. Task: Regression. Given two drug SMILES strings and cell line genomic features, predict the synergy score measuring deviation from expected non-interaction effect. Drug 1: CC(CN1CC(=O)NC(=O)C1)N2CC(=O)NC(=O)C2. Drug 2: C1=CC=C(C(=C1)C(C2=CC=C(C=C2)Cl)C(Cl)Cl)Cl. Cell line: CAKI-1. Synergy scores: CSS=41.9, Synergy_ZIP=12.2, Synergy_Bliss=11.9, Synergy_Loewe=8.55, Synergy_HSA=12.0.